The task is: Predict the reaction yield, written as a fraction of the theoretical maximum amount of product (1.0 means a 100% yield; for example, 0.34 means a 34% yield).. This data is from Reaction yield outcomes from USPTO patents with 853,638 reactions. The reactants are [N+:1]([C:4]1[CH:5]=[C:6]2[C:10](=[CH:11][CH:12]=1)[NH:9][C:8]([CH:13]([CH3:16])[CH2:14][OH:15])=[CH:7]2)([O-])=O.O.O.[Sn](Cl)(Cl)(Cl)Cl. The catalyst is C(O)C.C(OCC)(=O)C.O.C([O-])(O)=O.[Na+]. The product is [NH2:1][C:4]1[CH:5]=[C:6]2[C:10](=[CH:11][CH:12]=1)[NH:9][C:8]([CH:13]([CH3:16])[CH2:14][OH:15])=[CH:7]2. The yield is 0.820.